This data is from Peptide-MHC class I binding affinity with 185,985 pairs from IEDB/IMGT. The task is: Regression. Given a peptide amino acid sequence and an MHC pseudo amino acid sequence, predict their binding affinity value. This is MHC class I binding data. The peptide sequence is LEYFQFVKKLL. The MHC is HLA-A01:01 with pseudo-sequence HLA-A01:01. The binding affinity (normalized) is 0.0847.